From a dataset of Catalyst prediction with 721,799 reactions and 888 catalyst types from USPTO. Predict which catalyst facilitates the given reaction. (1) Reactant: [CH3:1][O:2][C:3]1[CH:4]=[C:5]2[C:10](=[CH:11][C:12]=1[O:13][CH3:14])[N:9]=[CH:8][CH:7]=[C:6]2[O:15][C:16]1[CH:22]=[CH:21][C:19]([NH2:20])=[CH:18][CH:17]=1.C1(C)C=CC=CC=1.C(N(CC)CC)C.Cl[C:38](Cl)([O:40]C(=O)OC(Cl)(Cl)Cl)Cl.[CH3:49][O:50][C:51]1[CH:59]=[CH:58][C:54]([CH:55]([OH:57])[CH3:56])=[CH:53][CH:52]=1. Product: [CH3:1][O:2][C:3]1[CH:4]=[C:5]2[C:10](=[CH:11][C:12]=1[O:13][CH3:14])[N:9]=[CH:8][CH:7]=[C:6]2[O:15][C:16]1[CH:22]=[CH:21][C:19]([NH:20][C:38](=[O:40])[O:57][CH:55]([C:54]2[CH:58]=[CH:59][C:51]([O:50][CH3:49])=[CH:52][CH:53]=2)[CH3:56])=[CH:18][CH:17]=1. The catalyst class is: 2. (2) Reactant: [NH2:1][C:2]1[CH:3]=[C:4]([C:8]2[CH:13]=[N:12][CH:11]=[C:10]3[S:14][C:15]([C:17]([NH2:19])=[O:18])=[CH:16][C:9]=23)[CH:5]=[CH:6][CH:7]=1.[CH3:20][N:21]([CH3:26])[S:22](Cl)(=[O:24])=[O:23]. Product: [CH3:20][N:21]([CH3:26])[S:22]([NH:1][C:2]1[CH:3]=[C:4]([C:8]2[CH:13]=[N:12][CH:11]=[C:10]3[S:14][C:15]([C:17]([NH2:19])=[O:18])=[CH:16][C:9]=23)[CH:5]=[CH:6][CH:7]=1)(=[O:24])=[O:23]. The catalyst class is: 17. (3) Reactant: [CH2:1]([O:8][C:9]([N:11]1[CH2:23][CH2:22][C:21]2[C:20]3[C:15](=[CH:16][CH:17]=[CH:18][CH:19]=3)[NH:14][C:13]=2[CH2:12]1)=[O:10])[C:2]1[CH:7]=[CH:6][CH:5]=[CH:4][CH:3]=1.[H-].[Na+].[F:26][C:27]([F:37])([F:36])[C:28]1[CH:35]=[CH:34][C:31]([CH2:32]Br)=[CH:30][CH:29]=1.O. Product: [CH2:1]([O:8][C:9]([N:11]1[CH2:23][CH2:22][C:21]2[C:20]3[C:15](=[CH:16][CH:17]=[CH:18][CH:19]=3)[N:14]([CH2:32][C:31]3[CH:30]=[CH:29][C:28]([C:27]([F:26])([F:36])[F:37])=[CH:35][CH:34]=3)[C:13]=2[CH2:12]1)=[O:10])[C:2]1[CH:3]=[CH:4][CH:5]=[CH:6][CH:7]=1. The catalyst class is: 3. (4) Reactant: [CH2:1]([N:8]1[CH2:13][CH2:12][N:11]([C:14]2[CH:21]=[CH:20][C:17]([C:18]#[N:19])=[C:16]([Cl:22])[CH:15]=2)[C:10]([CH3:24])([CH3:23])[C:9]1=O)[C:2]1[CH:7]=[CH:6][CH:5]=[CH:4][CH:3]=1.C[SiH](C)O[SiH](C)C. Product: [CH2:1]([N:8]1[CH2:13][CH2:12][N:11]([C:14]2[CH:21]=[CH:20][C:17]([C:18]#[N:19])=[C:16]([Cl:22])[CH:15]=2)[C:10]([CH3:24])([CH3:23])[CH2:9]1)[C:2]1[CH:3]=[CH:4][CH:5]=[CH:6][CH:7]=1. The catalyst class is: 1. (5) Reactant: [CH3:1][O:2][C:3]1[N:8]=[C:7]([C:9]2[CH:10]=[C:11]([OH:15])[CH:12]=[CH:13][CH:14]=2)[CH:6]=[C:5]([NH:16][CH2:17][CH2:18][C:19]2[CH:24]=[CH:23][C:22]([O:25][CH3:26])=[CH:21][CH:20]=2)[N:4]=1.C([O-])([O-])=O.[Cs+].[Cs+].Br[C:34]([CH3:41])([CH3:40])[C:35]([O:37][CH2:38][CH3:39])=[O:36]. The catalyst class is: 18. Product: [CH2:38]([O:37][C:35](=[O:36])[C:34]([O:15][C:11]1[CH:12]=[CH:13][CH:14]=[C:9]([C:7]2[CH:6]=[C:5]([NH:16][CH2:17][CH2:18][C:19]3[CH:20]=[CH:21][C:22]([O:25][CH3:26])=[CH:23][CH:24]=3)[N:4]=[C:3]([O:2][CH3:1])[N:8]=2)[CH:10]=1)([CH3:41])[CH3:40])[CH3:39]. (6) Reactant: CCN(C(C)C)C(C)C.[F:10][C:11]1[CH:12]=[CH:13][C:14]([C:20]([F:23])([F:22])[F:21])=[C:15]([CH:19]=1)[C:16]([OH:18])=O.C1C=CC2N(O)N=NC=2C=1.CCN=C=NCCCN(C)C.Cl.[CH:46]12[CH2:52][CH:49]([NH:50][CH2:51]1)[CH2:48][N:47]2[C:53](=[O:69])[CH2:54][NH:55][C:56]([C:58]1[CH:62]=[C:61]([C:63]2[CH:68]=[CH:67][CH:66]=[CH:65][CH:64]=2)[NH:60][N:59]=1)=[O:57]. Product: [F:10][C:11]1[CH:12]=[CH:13][C:14]([C:20]([F:23])([F:22])[F:21])=[C:15]([CH:19]=1)[C:16]([N:50]1[CH2:51][CH:46]2[CH2:52][CH:49]1[CH2:48][N:47]2[C:53](=[O:69])[CH2:54][NH:55][C:56]([C:58]1[CH:62]=[C:61]([C:63]2[CH:68]=[CH:67][CH:66]=[CH:65][CH:64]=2)[NH:60][N:59]=1)=[O:57])=[O:18]. The catalyst class is: 18. (7) Reactant: [CH3:1][O:2][C:3]1[CH:12]=[C:11]([O:13][CH3:14])[CH:10]=[C:9]2[C:4]=1[C:5]([O:15][C:16]1[CH:21]=[CH:20][C:19]([N+:22]([O-])=O)=[CH:18][CH:17]=1)=[CH:6][CH:7]=[N:8]2.[Cl-].[NH4+]. Product: [CH3:1][O:2][C:3]1[CH:12]=[C:11]([O:13][CH3:14])[CH:10]=[C:9]2[C:4]=1[C:5]([O:15][C:16]1[CH:21]=[CH:20][C:19]([NH2:22])=[CH:18][CH:17]=1)=[CH:6][CH:7]=[N:8]2. The catalyst class is: 284.